The task is: Predict the product of the given reaction.. This data is from Forward reaction prediction with 1.9M reactions from USPTO patents (1976-2016). The product is: [CH2:3]([O:7][C:8]1[N:13]=[CH:12][N:11]=[C:10]([CH:14]([O:21][CH2:22][O:23][CH3:24])[C:15]2[CH:16]=[CH:17][CH:18]=[CH:19][CH:20]=2)[CH:9]=1)[C:4]#[C:5][CH3:6]. Given the reactants [H-].[Na+].[CH2:3]([O:7][C:8]1[N:13]=[CH:12][N:11]=[C:10]([CH:14]([OH:21])[C:15]2[CH:20]=[CH:19][CH:18]=[CH:17][CH:16]=2)[CH:9]=1)[C:4]#[C:5][CH3:6].[CH3:22][O:23][CH2:24]Cl.[Cl-].[NH4+], predict the reaction product.